This data is from Forward reaction prediction with 1.9M reactions from USPTO patents (1976-2016). The task is: Predict the product of the given reaction. (1) Given the reactants [C:1]([N:3]1[CH2:8][CH2:7][CH:6]([N:9]([CH:27]2[CH2:29][CH2:28]2)[C:10]([C:12]2[CH:13]=[N:14][C:15]([C:18]3[CH:23]=[CH:22][C:21]([C:24]#[N:25])=[C:20]([F:26])[CH:19]=3)=[N:16][CH:17]=2)=[O:11])[CH2:5][CH2:4]1)#[N:2].[OH:30][NH:31][C:32](=N)[CH2:33][CH3:34], predict the reaction product. The product is: [CH:27]1([N:9]([CH:6]2[CH2:5][CH2:4][N:3]([C:1]3[O:30][N:31]=[C:32]([CH2:33][CH3:34])[N:2]=3)[CH2:8][CH2:7]2)[C:10]([C:12]2[CH:17]=[N:16][C:15]([C:18]3[CH:23]=[CH:22][C:21]([C:24]#[N:25])=[C:20]([F:26])[CH:19]=3)=[N:14][CH:13]=2)=[O:11])[CH2:28][CH2:29]1. (2) Given the reactants [H-].[Al+3].[Li+].[H-].[H-].[H-].C[O:8][C:9](=O)[C:10]1[CH:15]=[CH:14][C:13]([CH2:16][NH:17][C:18]([O:20][C:21]([CH3:24])([CH3:23])[CH3:22])=[O:19])=[CH:12][CH:11]=1.O.O.O.O.O.O.O.O.O.O.S([O-])([O-])(=O)=O.[Na+].[Na+], predict the reaction product. The product is: [C:21]([O:20][C:18](=[O:19])[NH:17][CH2:16][C:13]1[CH:12]=[CH:11][C:10]([CH2:9][OH:8])=[CH:15][CH:14]=1)([CH3:24])([CH3:22])[CH3:23]. (3) Given the reactants [Br:1][C:2]1[C:3]([OH:41])=[C:4]([C@@H:12]([NH:19][C:20](=[O:40])[CH2:21][NH:22][C:23](=[O:39])[C:24]2[CH:29]=[C:28]([NH:30][C:31]3[NH:32][CH2:33][CH:34]([OH:37])[CH2:35][N:36]=3)[CH:27]=[C:26]([OH:38])[CH:25]=2)[CH2:13][C:14]([O:16]CC)=[O:15])[CH:5]=[C:6]([C:8]([CH3:11])([CH3:10])[CH3:9])[CH:7]=1.C(#N)C.O.O.[OH-].[Li+], predict the reaction product. The product is: [Br:1][C:2]1[C:3]([OH:41])=[C:4]([C@@H:12]([NH:19][C:20](=[O:40])[CH2:21][NH:22][C:23](=[O:39])[C:24]2[CH:29]=[C:28]([NH:30][C:31]3[NH:36][CH2:35][CH:34]([OH:37])[CH2:33][N:32]=3)[CH:27]=[C:26]([OH:38])[CH:25]=2)[CH2:13][C:14]([OH:16])=[O:15])[CH:5]=[C:6]([C:8]([CH3:9])([CH3:10])[CH3:11])[CH:7]=1. (4) Given the reactants [CH2:1]([O:3][C:4](=[O:50])[C:5]([CH3:49])([O:42][C:43]1[CH:48]=[CH:47][CH:46]=[CH:45][CH:44]=1)[CH2:6][C:7]1[CH:12]=[CH:11][C:10]([O:13][CH2:14][CH2:15][CH:16]2[CH2:20][N:19]([CH2:21][C:22]3[CH:31]=[CH:30][C:29]4[C:24](=[CH:25][CH:26]=[CH:27][CH:28]=4)[CH:23]=3)[C:18](=[O:32])[N:17]2CC2C=CC(OC)=CC=2)=[CH:9][CH:8]=1)[CH3:2].C([SiH](CC)CC)C, predict the reaction product. The product is: [CH2:1]([O:3][C:4](=[O:50])[C:5]([CH3:49])([O:42][C:43]1[CH:44]=[CH:45][CH:46]=[CH:47][CH:48]=1)[CH2:6][C:7]1[CH:8]=[CH:9][C:10]([O:13][CH2:14][CH2:15][CH:16]2[CH2:20][N:19]([CH2:21][C:22]3[CH:31]=[CH:30][C:29]4[C:24](=[CH:25][CH:26]=[CH:27][CH:28]=4)[CH:23]=3)[C:18](=[O:32])[NH:17]2)=[CH:11][CH:12]=1)[CH3:2]. (5) Given the reactants C(=O)([O-])N.Cl[C:6]([O:8][CH3:9])=[O:7].[CH3:10][O:11][C:12]([C:14]1[S:33][C:17]2[C:18]3[CH:19]=[CH:20][CH:21]=[C:22]([NH:25][CH2:26][CH:27]4[CH2:32][CH2:31][CH2:30][CH2:29][CH2:28]4)[C:23]=3[S:24][C:16]=2[C:15]=1[O:34][CH2:35][C:36]([O:38][CH2:39][CH3:40])=[O:37])=[O:13], predict the reaction product. The product is: [CH3:10][O:11][C:12]([C:14]1[S:33][C:17]2[C:18]3[CH:19]=[CH:20][CH:21]=[C:22]([N:25]([CH2:26][CH:27]4[CH2:32][CH2:31][CH2:30][CH2:29][CH2:28]4)[C:6]([O:8][CH3:9])=[O:7])[C:23]=3[S:24][C:16]=2[C:15]=1[O:34][CH2:35][C:36]([O:38][CH2:39][CH3:40])=[O:37])=[O:13]. (6) Given the reactants Cl[C:2]1[NH:3][C:4]2[N:5]([N:9]=[C:10]([CH3:20])[C:11]=2[C:12]2[CH:17]=[CH:16][C:15]([O:18][CH3:19])=[CH:14][CH:13]=2)[C:6](=[O:8])[CH:7]=1.CC1(C)C(C)(C)OB([C:29]2[CH:30]=[C:31]3[C:36](=[CH:37][CH:38]=2)[N:35]=[CH:34][CH:33]=[CH:32]3)O1.CC(C1C=C(C(C)C)C(C2C=CC=CC=2P(C2CCCCC2)C2CCCCC2)=C(C(C)C)C=1)C.[O-]P([O-])([O-])=O.[K+].[K+].[K+], predict the reaction product. The product is: [CH3:19][O:18][C:15]1[CH:16]=[CH:17][C:12]([C:11]2[C:10]([CH3:20])=[N:9][N:5]3[C:6](=[O:8])[CH:7]=[C:2]([C:29]4[CH:30]=[C:31]5[C:36](=[CH:37][CH:38]=4)[N:35]=[CH:34][CH:33]=[CH:32]5)[NH:3][C:4]=23)=[CH:13][CH:14]=1. (7) Given the reactants [C:1]([O:14][C@H:15]([CH2:41][O:42][C:43](=[O:55])[CH2:44][CH2:45][CH2:46][CH2:47][CH2:48][CH2:49][CH2:50][CH2:51][CH2:52][CH2:53][CH3:54])[CH2:16]SC[C@@H](C(O)=O)NC(=O)OCC1C2C=CC=CC=2C2C1=CC=CC=2)(=[O:13])[CH2:2][CH2:3][CH2:4][CH2:5][CH2:6][CH2:7][CH2:8][CH2:9][CH2:10][CH2:11][CH3:12].CN(C(ON1N=NC2C=CC=CC1=2)=[N+](C)C)C.F[P-](F)(F)(F)(F)F.NCCC1C=NC=CC=1.C(N(C(C)C)CC)(C)C, predict the reaction product. The product is: [C:43]([O:42][CH2:41][CH:15]([O:14][C:1](=[O:13])[CH2:2][CH2:3][CH2:4][CH2:5][CH2:6][CH2:7][CH2:8][CH2:9][CH2:10][CH2:11][CH3:12])[CH3:16])(=[O:55])[CH2:44][CH2:45][CH2:46][CH2:47][CH2:48][CH2:49][CH2:50][CH2:51][CH2:52][CH2:53][CH3:54]. (8) Given the reactants [O-]S([C:5](F)(F)F)(=O)=O.[Na].[SH:10][C:11]1[C:12]([C:21]([O:23][CH3:24])=[O:22])=[CH:13][C:14]2[C:19]([CH:20]=1)=[CH:18]C=CC=2.[F-].C([N+](CCCC)(CCCC)CCCC)CCC.C(O)(=O)C, predict the reaction product. The product is: [SH:10][C:11]1[CH:20]=[C:19]([CH3:18])[CH:14]=[CH:13][C:12]=1[C:21]([O:23][CH2:24][CH3:5])=[O:22].